Dataset: Full USPTO retrosynthesis dataset with 1.9M reactions from patents (1976-2016). Task: Predict the reactants needed to synthesize the given product. (1) The reactants are: [NH2:1][CH2:2][CH2:3][CH2:4][O:5][C:6]1[CH:14]=[C:13]2[C:9]([CH:10]=[CH:11][NH:12]2)=[CH:8][CH:7]=1.Br.CC1C([C:22]2[NH:23][CH2:24][CH2:25][N:26]=2)=C(C)NN=1.C(N(CC)CC)C. Given the product [NH:26]1[CH2:25][CH2:24][N:23]=[C:22]1[NH:1][CH2:2][CH2:3][CH2:4][O:5][C:6]1[CH:14]=[C:13]2[C:9]([CH:10]=[CH:11][NH:12]2)=[CH:8][CH:7]=1, predict the reactants needed to synthesize it. (2) Given the product [C:35]([C:37]1[CH:42]=[CH:41][C:40]([C:30]2[C:29]([O:32][CH2:33][CH3:34])=[CH:28][C:6]([CH2:7][N:8]3[CH2:11][C:10]4([CH2:15][C:14]([N:16]5[CH2:17][CH2:18][C:19]([CH3:27])([C:22]([OH:24])=[O:23])[CH2:20][CH2:21]5)=[N:13][O:12]4)[CH2:9]3)=[CH:5][C:4]=2[CH:1]2[CH2:2][CH2:3]2)=[CH:39][CH:38]=1)#[N:36], predict the reactants needed to synthesize it. The reactants are: [CH:1]1([C:4]2[CH:5]=[C:6]([CH:28]=[C:29]([O:32][CH2:33][CH3:34])[C:30]=2I)[CH2:7][N:8]2[CH2:11][C:10]3([CH2:15][C:14]([N:16]4[CH2:21][CH2:20][C:19]([CH3:27])([C:22]([O:24]CC)=[O:23])[CH2:18][CH2:17]4)=[N:13][O:12]3)[CH2:9]2)[CH2:3][CH2:2]1.[C:35]([C:37]1[CH:42]=[CH:41][C:40](B(O)O)=[CH:39][CH:38]=1)#[N:36]. (3) Given the product [OH:22][C:2]1[N:7]=[CH:6][C:5]([C:8]2[C:9](=[O:19])[N:10]([C:13]3[CH:18]=[CH:17][CH:16]=[CH:15][N:14]=3)[NH:11][CH:12]=2)=[CH:4][CH:3]=1, predict the reactants needed to synthesize it. The reactants are: Cl[C:2]1[N:7]=[CH:6][C:5]([C:8]2[C:9](=[O:19])[N:10]([C:13]3[CH:18]=[CH:17][CH:16]=[CH:15][N:14]=3)[NH:11][CH:12]=2)=[CH:4][CH:3]=1.C([O-])(=[O:22])C.[NH4+].C1(C)C=CC=CC=1. (4) Given the product [Cl:1][CH2:2][C:3]([N:5]1[C@@H:9]([CH3:10])[CH2:8][CH2:7][C@H:6]1[C:11]#[N:13])=[O:4], predict the reactants needed to synthesize it. The reactants are: [Cl:1][CH2:2][C:3]([N:5]1[C@@H:9]([CH3:10])[CH2:8][CH2:7][C@H:6]1[C:11]([NH2:13])=O)=[O:4].N1C=CN=C1.O=P(Cl)(Cl)Cl. (5) The reactants are: [Cl:1][C:2]1[N:7]=[C:6]([C:8]2[CH:13]=[CH:12][CH:11]=[CH:10][CH:9]=2)[N:5]=[C:4]([C:14]([NH:16][C:17]2[CH:22]=[CH:21][CH:20]=[CH:19][C:18]=2[C:23]2[S:24][C:25]3[CH:26]=[N:27][CH:28]=[CH:29][C:30]=3[N:31]=2)=[O:15])[CH:3]=1.[N:32]1(C(OC(C)(C)C)=O)[CH2:37][CH2:36][NH:35][CH2:34][CH2:33]1.C(O)(C(F)(F)F)=O.Cl. Given the product [ClH:1].[C:8]1([C:6]2[N:5]=[C:4]([C:14]([NH:16][C:17]3[CH:22]=[CH:21][CH:20]=[CH:19][C:18]=3[C:23]3[S:24][C:25]4[CH:26]=[N:27][CH:28]=[CH:29][C:30]=4[N:31]=3)=[O:15])[CH:3]=[C:2]([N:32]3[CH2:37][CH2:36][NH:35][CH2:34][CH2:33]3)[N:7]=2)[CH:13]=[CH:12][CH:11]=[CH:10][CH:9]=1, predict the reactants needed to synthesize it. (6) Given the product [F:26][C:27]1[CH:28]=[C:29]([NH:30][C:2]2[C:11]3=[N:12][NH:13][CH:14]=[C:10]3[C:9]3[CH:8]=[C:7]([O:24][CH3:25])[CH:6]=[CH:5][C:4]=3[N:3]=2)[CH:31]=[CH:32][C:33]=1[CH3:34], predict the reactants needed to synthesize it. The reactants are: Cl[C:2]1[C:11]2=[N:12][N:13](CC3C=CC(OC)=CC=3)[CH:14]=[C:10]2[C:9]2[CH:8]=[C:7]([O:24][CH3:25])[CH:6]=[CH:5][C:4]=2[N:3]=1.[F:26][C:27]1[CH:28]=[C:29]([CH:31]=[CH:32][C:33]=1[CH3:34])[NH2:30].Cl. (7) Given the product [NH2:25][C:6]1[C:7]([N:12]2[CH2:13][CH2:14][N:15]([C:18]([O:20][C:21]([CH3:24])([CH3:23])[CH3:22])=[O:19])[CH2:16][CH2:17]2)=[N:8][C:9]2[C:4]([C:5]=1[CH2:27][OH:26])=[CH:3][C:2]([Cl:1])=[CH:11][CH:10]=2, predict the reactants needed to synthesize it. The reactants are: [Cl:1][C:2]1[CH:11]=[CH:10][C:9]2[N:8]=[C:7]([N:12]3[CH2:17][CH2:16][N:15]([C:18]([O:20][C:21]([CH3:24])([CH3:23])[CH3:22])=[O:19])[CH2:14][CH2:13]3)[C:6]3=[N:25][O:26][CH:27]=[C:5]3[C:4]=2[CH:3]=1.[BH4-].[Na+].Cl. (8) Given the product [Cl:23][C:24]1[CH:25]=[C:26]([C:27]([N:41]2[C:42]3[C:38](=[CH:37][C:36]([F:35])=[CH:44][CH:43]=3)[CH2:39][CH2:40]2)=[O:29])[CH:30]=[C:31]([O:33][CH3:34])[N:32]=1, predict the reactants needed to synthesize it. The reactants are: CN(C(ON1N=NC2C=CC=CC1=2)=[N+](C)C)C.[B-](F)(F)(F)F.[Cl:23][C:24]1[CH:25]=[C:26]([CH:30]=[C:31]([O:33][CH3:34])[N:32]=1)[C:27]([OH:29])=O.[F:35][C:36]1[CH:37]=[C:38]2[C:42](=[CH:43][CH:44]=1)[NH:41][CH2:40][CH2:39]2.C(N(CC)CC)C.